This data is from Forward reaction prediction with 1.9M reactions from USPTO patents (1976-2016). The task is: Predict the product of the given reaction. (1) Given the reactants Br[CH2:2][CH:3]1[N:7]([CH2:8][CH3:9])[N:6]([C:10]2[CH:15]=[CH:14][CH:13]=[CH:12][CH:11]=2)[C:5](=[O:16])[CH:4]1[Cl:17].Cl.[NH:19]1[CH2:24][CH2:23][C:22](O)([OH:25])[CH2:21][CH2:20]1.C(=O)([O-])[O-].[K+].[K+], predict the reaction product. The product is: [Cl:17][C:4]1[C:5](=[O:16])[N:6]([C:10]2[CH:15]=[CH:14][CH:13]=[CH:12][CH:11]=2)[N:7]([CH2:8][CH3:9])[C:3]=1[CH2:2][N:19]1[CH2:24][CH2:23][C:22](=[O:25])[CH2:21][CH2:20]1. (2) Given the reactants I[C:2]1[CH:3]=[C:4]([CH2:10][CH2:11][C:12]([O:14][CH3:15])=[O:13])[CH:5]=[CH:6][C:7]=1[O:8][CH3:9].[B:16]1([B:16]2[O:20][C:19]([CH3:22])([CH3:21])[C:18]([CH3:24])([CH3:23])[O:17]2)[O:20][C:19]([CH3:22])([CH3:21])[C:18]([CH3:24])([CH3:23])[O:17]1.C([O-])(=O)C.[K+], predict the reaction product. The product is: [CH3:9][O:8][C:7]1[CH:6]=[CH:5][C:4]([CH2:10][CH2:11][C:12]([O:14][CH3:15])=[O:13])=[CH:3][C:2]=1[B:16]1[O:20][C:19]([CH3:22])([CH3:21])[C:18]([CH3:24])([CH3:23])[O:17]1. (3) Given the reactants [CH:1]([C:3]1[CH:4]=[N:5][CH:6]=[C:7]([CH:10]=1)[C:8]#[N:9])=O.[C:11](#[N:15])[CH2:12][C:13]#[N:14].[OH:16][C:17]1[CH:18]=[CH:19][CH:20]=[C:21]2[C:25]=1[NH:24][CH:23]=[CH:22]2, predict the reaction product. The product is: [NH2:14][C:13]1[O:16][CH:17]2[C:25]3[C:21](=[CH:20][CH:19]=[C:18]2[CH:1]([C:3]2[CH:4]=[N:5][CH:6]=[C:7]([C:8]#[N:9])[CH:10]=2)[C:12]=1[C:11]#[N:15])[CH:22]=[CH:23][N:24]=3. (4) Given the reactants [Cl:1][C:2]1[N:7]=[CH:6][C:5]([OH:8])=[CH:4][N:3]=1.Br[CH2:10][CH2:11][CH2:12][O:13][CH3:14].C(=O)([O-])[O-].[K+].[K+], predict the reaction product. The product is: [Cl:1][C:2]1[N:7]=[CH:6][C:5]([O:8][CH2:10][CH2:11][CH2:12][O:13][CH3:14])=[CH:4][N:3]=1. (5) Given the reactants [Cl:1][C:2]1[C:7]([O:8][CH3:9])=[CH:6][C:5]([O:10][CH3:11])=[C:4]([Cl:12])[C:3]=1[C:13]1[N:18]=[CH:17][C:16]2[C:19](I)=[N:20][NH:21][C:15]=2[CH:14]=1.CC1(C)C(C)(C)OB([C:31]2[CH:40]=[CH:39][C:34]3[C:35](=[O:38])[O:36][CH2:37][C:33]=3[CH:32]=2)O1, predict the reaction product. The product is: [Cl:1][C:2]1[C:7]([O:8][CH3:9])=[CH:6][C:5]([O:10][CH3:11])=[C:4]([Cl:12])[C:3]=1[C:13]1[N:18]=[CH:17][C:16]2[C:19]([C:31]3[CH:40]=[CH:39][C:34]4[C:35](=[O:38])[O:36][CH2:37][C:33]=4[CH:32]=3)=[N:20][NH:21][C:15]=2[CH:14]=1.